From a dataset of Antibody developability classification from SAbDab with 2,409 antibodies. Regression/Classification. Given an antibody's heavy chain and light chain sequences, predict its developability. TAP uses regression for 5 developability metrics; SAbDab uses binary classification. (1) The antibody is ['NVNLLESGGGLVQPGGSLNLSCAASGFDFSRYWMSWARQAPGKGQEWIGEINPGSSTIKYTPSLKDKFIISRDNAKNTLYLQMSKVSSEDTALYYCARYGSYVYAMDYWGPGTSVTVSS', 'SIVMTQTPKFLLVSAGDRITITCKASQSVRNDVAWYQQKPGQSPKLLIYFASNRYTGVPDRFTGSGSGTDFTFTISTVQAEDLAVYFCQQGYTSPRTFGGGTKLEIK']. Result: 0 (not developable). (2) The antibody is ['QSVEESGGRLVTPGTPLTLACTVSGFSLNTYSMFWVRQAPGKGLQWIGIISNFGVIYYATWAKGRFTISKTSTTVDLKITSPTTEDTATYFCVRKYGSEWGGDLWGPGTLVTVSS', 'DVVMTQTPASVSEPVGGTVTIKCQASQSISSYLAWYQQKPGQRPRLLIYETSTLASGVPSRFKGSGSGTDFTLTISDLECADAATYYCQSTYENPTYVSFGGGTEVGVK']. Result: 0 (not developable). (3) The antibody is ['EVKLQQSGAELARPGTSVKLSCKASGYTFTNYWMQWIKQRPGQGLEWIGAVYPGDGDTRFSQKFKGKATLTADKSSSTAYMQLSSLSSEDSAVYFCARRRVYYGSNYIYALDYWGQGTSVTVSA', 'DIVMTQSQKFMSTSIGDRVSITCKASQNVGSAVAWYQQKPGQSPKLLIYSASNRYTGVPDRFIGSESGTDFTLTISNMQSEDLADYFCQQYSSYPLAFGAGTKLELK']. Result: 0 (not developable). (4) The antibody is ['VQLVQSGAEVKKPGATVKISCKSSGYNIKDVYMHWVQQAPGKGLEWMGRIDPASGDTKYDPKFQVRVTITADTSTDTAYMELSSLRSEDTAVYYCATGMWVSTGYALDFWGQGTLVTVSS', 'DIVMTQSPDSLAVSLGERATINCKASQSVTNDVAWYQQKPGQPPKLLIYYASNRYTGVPDRFSGSGSGTDFTLTISSLQAEDVAVYYCQQDYSSPYTFGQGTKVEIK']. Result: 0 (not developable). (5) The antibody is ['QVQLVQSGGEVKKPGASVKVSCKASGYTFTSYGISWVRQAPGQGLEWMGWISAYNGNRKYAQKVQGRVSMTIDTHTSTANMELRSLRSDDTAVYYCAKDRGDGDYRYYYYGMDVWGQGTTVTVSS', 'DVVMTQSPLSLPVTLGQPASISCRSSQSLVYSDGNTYLSWFQQRPGQSPRRLIYKVSNRDSGVPDRFSGSGSGTDFTLKISRVEAEDVGVYYCMQDTHWPPTFGGGTKVEIK']. Result: 0 (not developable). (6) Result: 0 (not developable). The antibody is ['EVQLLESGGGLVQPGGSLRLSCAASGFRFYAEDMGWVRQAPGKGLEWVSSIYGPSGSTYYADSVKGRFTISRDNSKNTLYLQMNSLRAEDTAVYYCAKRGYGSGAFDYWGQGTLVTVSS', 'DIQMTQSPSSLSASVGDRVTITCRASQSISSYLNWYQQKPGKAPKLLIYGASNLQSGVPSRFSGSGSGTDFTLTISSLQPEDFATYYCQQDSYLPYTFGQGTKVEIK']. (7) The antibody is ['QIQLVQSGPEVQKPGETVRISCKASGYTFTTAGMQWVQKMPGKSLKWIGWINTRSGVPKYAEDFKGRFAFSLETSASIAYLHINNLKNEDTATYFCAREGPGFVYWGQGTLVTVSS', 'QTVVTQESALTTSPGETVTLTCRSSTGAVTTSNYANWVQEKPDHLFTGLIVGTNNRVPGVPPRFSGSLIEDKAALTITGAQTEDEAIYFCALWYSNHWVFGGGTKLTVL']. Result: 0 (not developable).